This data is from Full USPTO retrosynthesis dataset with 1.9M reactions from patents (1976-2016). The task is: Predict the reactants needed to synthesize the given product. (1) Given the product [C:27]([O:26][C:24](=[O:25])[NH:11][CH2:10][C:9]1[CH:12]=[C:13]([N+:16]([O-:18])=[O:17])[CH:14]=[CH:15][C:8]=1[Br:7])([CH3:30])([CH3:29])[CH3:28], predict the reactants needed to synthesize it. The reactants are: COC(C)(C)C.[Br:7][C:8]1[CH:15]=[CH:14][C:13]([N+:16]([O-:18])=[O:17])=[CH:12][C:9]=1[CH2:10][NH2:11].C(=O)([O-])O.[Na+].[C:24](O[C:24]([O:26][C:27]([CH3:30])([CH3:29])[CH3:28])=[O:25])([O:26][C:27]([CH3:30])([CH3:29])[CH3:28])=[O:25]. (2) The reactants are: [Cl:1][C:2]1[CH:3]=[C:4]2[C:8](=[CH:9][CH:10]=1)[NH:7][C:6](=[O:11])[C:5]2(O)[C:12]1[CH:17]=[CH:16][CH:15]=[CH:14][C:13]=1[O:18][CH2:19]CC.[NH3:23].C(O)C.O. Given the product [NH2:23][C:5]1([C:12]2[CH:17]=[CH:16][CH:15]=[CH:14][C:13]=2[O:18][CH3:19])[C:4]2[C:8](=[CH:9][CH:10]=[C:2]([Cl:1])[CH:3]=2)[NH:7][C:6]1=[O:11], predict the reactants needed to synthesize it.